Dataset: Catalyst prediction with 721,799 reactions and 888 catalyst types from USPTO. Task: Predict which catalyst facilitates the given reaction. (1) Reactant: C(OC([NH:8][C:9]1[CH:36]=[C:12]2[CH2:13][N:14]([C:18]([O:20][CH2:21][C:22]3[CH:27]=[C:26]([C:28]([F:31])([F:30])[F:29])[CH:25]=[C:24]([C:32]([F:35])([F:34])[F:33])[CH:23]=3)=[O:19])[CH2:15][CH2:16][CH2:17][N:11]2[N:10]=1)=O)(C)(C)C.Cl. Product: [NH2:8][C:9]1[CH:36]=[C:12]2[CH2:13][N:14]([C:18]([O:20][CH2:21][C:22]3[CH:27]=[C:26]([C:28]([F:29])([F:30])[F:31])[CH:25]=[C:24]([C:32]([F:35])([F:33])[F:34])[CH:23]=3)=[O:19])[CH2:15][CH2:16][CH2:17][N:11]2[N:10]=1. The catalyst class is: 38. (2) Reactant: Cl[CH2:2][C:3]1[N:12]=[C:11]([OH:13])[C:10]2[CH2:9][C:8]([CH3:15])([CH3:14])[CH2:7][CH2:6][C:5]=2[N:4]=1.[CH3:16][NH:17][CH3:18]. Product: [CH3:16][N:17]([CH2:2][C:3]1[N:12]=[C:11]([OH:13])[C:10]2[CH2:9][C:8]([CH3:15])([CH3:14])[CH2:7][CH2:6][C:5]=2[N:4]=1)[CH3:18]. The catalyst class is: 1. (3) Reactant: [NH2:1][C:2]1[C:6]([C:7]([OH:9])=O)=[CH:5][N:4]([C:10]2[N:15]=[C:14]([C:16]3[CH:21]=[CH:20][C:19]([N:22]([CH3:24])[CH3:23])=[CH:18][CH:17]=3)[CH:13]=[CH:12][N:11]=2)[N:3]=1.[CH3:25][N:26]1[CH2:31][CH2:30][N:29]([CH2:32][CH2:33][C:34]2[CH:39]=[CH:38][C:37]([NH2:40])=[CH:36][CH:35]=2)[CH2:28][CH2:27]1.CN(C(ON1N=NC2C=CC=CC1=2)=[N+](C)C)C.F[P-](F)(F)(F)(F)F. Product: [CH3:25][N:26]1[CH2:31][CH2:30][N:29]([CH2:32][CH2:33][C:34]2[CH:35]=[CH:36][C:37]([NH:40][C:7]([C:6]3[C:2]([NH2:1])=[N:3][N:4]([C:10]4[N:15]=[C:14]([C:16]5[CH:17]=[CH:18][C:19]([N:22]([CH3:23])[CH3:24])=[CH:20][CH:21]=5)[CH:13]=[CH:12][N:11]=4)[CH:5]=3)=[O:9])=[CH:38][CH:39]=2)[CH2:28][CH2:27]1. The catalyst class is: 3.